Dataset: Reaction yield outcomes from USPTO patents with 853,638 reactions. Task: Predict the reaction yield, written as a fraction of the theoretical maximum amount of product (1.0 means a 100% yield; for example, 0.34 means a 34% yield). (1) The reactants are ClN1C(=O)N(Cl)C(=O)N(Cl)C1=O.[CH:13]([O:16][CH2:17][CH2:18]O)([CH3:15])[CH3:14].Cl.[NH2:21][C:22]1[N:23]=[CH:24][NH:25][C:26]=1[C:27]([NH2:29])=[O:28]. The catalyst is C(Cl)Cl.CO.CC1(C)N([O])C(C)(C)CCC1. The product is [CH:13]([O:16][CH2:17][CH2:18][NH:21][C:22]1[N:23]=[CH:24][NH:25][C:26]=1[C:27]([NH2:29])=[O:28])([CH3:14])[CH3:15]. The yield is 0.380. (2) The reactants are [N:1]1[C:2]([CH2:10][CH2:11][NH2:12])=[N:3][N:4]2[CH:9]=[CH:8][CH:7]=[CH:6][C:5]=12.[CH3:13][N:14]1[CH:19]=[C:18]([CH2:20]Cl)[C:17]([C:22](OC)=[O:23])=[C:16]([Cl:26])[C:15]1=[O:27]. The catalyst is CC#N. The product is [Cl:26][C:16]1[C:15](=[O:27])[N:14]([CH3:13])[CH:19]=[C:18]2[CH2:20][N:12]([CH2:11][CH2:10][C:2]3[N:1]=[C:5]4[CH:6]=[CH:7][CH:8]=[CH:9][N:4]4[N:3]=3)[C:22](=[O:23])[C:17]=12. The yield is 0.525. (3) The reactants are BrBr.[C:3]([NH:11][C:12]1[CH:17]=[C:16]([CH2:18][C:19]([C:21]2[CH:26]=[CH:25][C:24]([O:27][CH3:28])=[CH:23][CH:22]=2)=O)[CH:15]=[CH:14][N:13]=1)(=[O:10])[C:4]1[CH:9]=[CH:8][CH:7]=[CH:6][CH:5]=1.[C:29]([NH2:32])(=[S:31])[CH3:30].C(=O)([O-])O.[Na+]. The catalyst is C(O)(=O)C. The product is [CH3:28][O:27][C:24]1[CH:25]=[CH:26][C:21]([C:19]2[N:32]=[C:29]([CH3:30])[S:31][C:18]=2[C:16]2[CH:15]=[CH:14][N:13]=[C:12]([NH:11][C:3](=[O:10])[C:4]3[CH:9]=[CH:8][CH:7]=[CH:6][CH:5]=3)[CH:17]=2)=[CH:22][CH:23]=1. The yield is 0.500. (4) The reactants are [CH2:1]([N:4]([CH2:17][CH2:18][CH3:19])[C:5]([C:7]1[CH:8]=[C:9]([CH:13]=[C:14]([CH3:16])[CH:15]=1)[C:10]([OH:12])=O)=[O:6])[CH2:2][CH3:3].C(Cl)CCl.C1C=CC2N(O)N=NC=2C=1.[NH2:34][C@@H:35]([CH2:54][C:55]1[CH:60]=[C:59]([F:61])[CH:58]=[C:57]([F:62])[CH:56]=1)[CH2:36][NH:37][C@H:38]([C:40]([NH:42][C@H:43]([C:47]([NH:49][CH2:50][CH:51]([CH3:53])[CH3:52])=[O:48])[CH:44]([CH3:46])[CH3:45])=[O:41])[CH3:39]. The catalyst is CN(C=O)C. The product is [F:61][C:59]1[CH:60]=[C:55]([CH2:54][C@H:35]([NH:34][C:10](=[O:12])[C:9]2[CH:13]=[C:14]([CH3:16])[CH:15]=[C:7]([C:5]([N:4]([CH2:1][CH2:2][CH3:3])[CH2:17][CH2:18][CH3:19])=[O:6])[CH:8]=2)[CH2:36][NH:37][C@H:38]([C:40]([NH:42][C@H:43]([C:47]([NH:49][CH2:50][CH:51]([CH3:53])[CH3:52])=[O:48])[CH:44]([CH3:46])[CH3:45])=[O:41])[CH3:39])[CH:56]=[C:57]([F:62])[CH:58]=1. The yield is 0.690. (5) The reactants are [H-].[Na+].O1CCOCC1.[NH2:9][CH2:10][C@H:11]([OH:13])[CH3:12].F[C:15]1[N:20]=[CH:19][C:18]([C:21]2[C:22]([CH3:40])=[N:23][CH:24]=[C:25]([NH:27][C:28](=[O:39])[C:29]3[CH:34]=[CH:33][CH:32]=[C:31]([C:35]([F:38])([F:37])[F:36])[CH:30]=3)[CH:26]=2)=[CH:17][C:16]=1[N:41]1[CH2:46][CH2:45][O:44][CH2:43][CH2:42]1. The catalyst is O. The product is [NH2:9][CH2:10][C@H:11]([O:13][C:15]1[N:20]=[CH:19][C:18]([C:21]2[C:22]([CH3:40])=[N:23][CH:24]=[C:25]([NH:27][C:28](=[O:39])[C:29]3[CH:34]=[CH:33][CH:32]=[C:31]([C:35]([F:36])([F:38])[F:37])[CH:30]=3)[CH:26]=2)=[CH:17][C:16]=1[N:41]1[CH2:46][CH2:45][O:44][CH2:43][CH2:42]1)[CH3:12]. The yield is 0.200. (6) The reactants are C([O:5][C:6](=[O:18])[CH2:7][NH:8][C:9](=[O:17])[C:10]1[CH:15]=[CH:14][C:13]([OH:16])=[CH:12][CH:11]=1)(C)(C)C.[C:19]1([CH:25]([CH3:28])[CH2:26]O)[CH:24]=[CH:23][CH:22]=[CH:21][CH:20]=1. No catalyst specified. The product is [C:19]1([CH:25]([CH3:28])[CH2:26][O:16][C:13]2[CH:12]=[CH:11][C:10]([C:9]([NH:8][CH2:7][C:6]([OH:5])=[O:18])=[O:17])=[CH:15][CH:14]=2)[CH:24]=[CH:23][CH:22]=[CH:21][CH:20]=1. The yield is 0.720. (7) The yield is 0.740. The product is [Si:18]([O:1][CH2:2][C@H:3]1[O:7][C:6](=[O:8])[NH:5][CH2:4]1)([C:14]([CH3:17])([CH3:16])[CH3:15])([C:25]1[CH:26]=[CH:27][CH:28]=[CH:29][CH:30]=1)[C:19]1[CH:24]=[CH:23][CH:22]=[CH:21][CH:20]=1. The reactants are [OH:1][CH2:2][C@H:3]1[O:7][C:6](=[O:8])[NH:5][CH2:4]1.N1C=CN=C1.[C:14]([Si:18](Cl)([C:25]1[CH:30]=[CH:29][CH:28]=[CH:27][CH:26]=1)[C:19]1[CH:24]=[CH:23][CH:22]=[CH:21][CH:20]=1)([CH3:17])([CH3:16])[CH3:15].Cl. The catalyst is CN(C)C=O.